Dataset: Reaction yield outcomes from USPTO patents with 853,638 reactions. Task: Predict the reaction yield, written as a fraction of the theoretical maximum amount of product (1.0 means a 100% yield; for example, 0.34 means a 34% yield). (1) The reactants are [CH2:1]([O:8][C:9]1([C:12]2[CH:17]=[CH:16][C:15]([C:18]#[C:19]C3C=CC(C(OCC)=O)=CC=3)=[CH:14][C:13]=2[CH3:31])[CH2:11][CH2:10]1)[C:2]1C=CC=CC=1.[CH3:32][Si:33](C#C)([CH3:35])[CH3:34].[CH2:38](N(CC)CC)C. The catalyst is [Cu]I.Cl[Pd](Cl)([P](C1C=CC=CC=1)(C1C=CC=CC=1)C1C=CC=CC=1)[P](C1C=CC=CC=1)(C1C=CC=CC=1)C1C=CC=CC=1. The product is [CH:1]([O:8][C:9]1([C:12]2[CH:17]=[CH:16][C:15]([C:18]#[C:19][Si:33]([CH3:35])([CH3:34])[CH3:32])=[CH:14][C:13]=2[CH3:31])[CH2:10][CH2:11]1)([CH3:2])[CH3:38]. The yield is 0.910. (2) The reactants are [F:1][C:2]1[C:7]([OH:8])=[CH:6][CH:5]=[C:4]([N+:9]([O-])=O)[C:3]=1[CH2:12][C:13](=O)[CH3:14].S(S([O-])=O)([O-])=O.[Na+].[Na+]. The catalyst is O. The product is [F:1][C:2]1[C:7]([OH:8])=[CH:6][CH:5]=[C:4]2[C:3]=1[CH:12]=[C:13]([CH3:14])[NH:9]2. The yield is 0.810.